The task is: Predict which catalyst facilitates the given reaction.. This data is from Catalyst prediction with 721,799 reactions and 888 catalyst types from USPTO. (1) Reactant: [CH:1]([O:4][P:5]1[O:11][C:10]2[CH:12]=[CH:13][C:14]3[CH:15]=[CH:16][CH:17]=[CH:18][C:19]=3[C:9]=2[C:8]2[C:20]3[C:25]([CH:26]=[CH:27][C:7]=2[O:6]1)=[CH:24][CH:23]=[CH:22][CH:21]=3)([CH3:3])[CH3:2].[Cu:28][Cl:29]. Product: [Cu:28][Cl:29].[CH:1]([O:4][P:5]1[O:11][C:10]2[CH:12]=[CH:13][C:14]3[CH:15]=[CH:16][CH:17]=[CH:18][C:19]=3[C:9]=2[C:8]2[C:20]3[C:25]([CH:26]=[CH:27][C:7]=2[O:6]1)=[CH:24][CH:23]=[CH:22][CH:21]=3)([CH3:3])[CH3:2]. The catalyst class is: 4. (2) Reactant: [C:1]([SiH2:5][O:6][C:7]([CH3:17])([CH3:16])[C:8]1[O:12][C:11]([CH2:13]O)=[N:10][C:9]=1[CH3:15])([CH3:4])([CH3:3])[CH3:2].C(N(CC)CC)C.CS([Cl:29])(=O)=O.O. Product: [C:1]([SiH2:5][O:6][C:7]([CH3:17])([CH3:16])[C:8]1[O:12][C:11]([CH2:13][Cl:29])=[N:10][C:9]=1[CH3:15])([CH3:4])([CH3:3])[CH3:2]. The catalyst class is: 22. (3) Reactant: [CH:1]1([C:4](Cl)=[O:5])[CH2:3][CH2:2]1.[Al+3].[Cl-].[Cl-].[Cl-].[CH3:11][C:12]1([CH3:21])[S:16][C:15]2[CH:17]=[CH:18][CH:19]=[CH:20][C:14]=2[O:13]1.[OH-].[Na+]. Product: [CH:1]1([C:4]([C:18]2[CH:19]=[CH:20][C:14]3[O:13][C:12]([CH3:11])([CH3:21])[S:16][C:15]=3[CH:17]=2)=[O:5])[CH2:3][CH2:2]1. The catalyst class is: 2. (4) Product: [Cl:32][C:2]1[C:7]([C:8]#[N:9])=[C:6]([C:10]2[CH:15]=[CH:14][C:13]([O:16][CH2:17][CH2:18][OH:19])=[CH:12][CH:11]=2)[C:5]([C:20]#[N:21])=[C:4]([O:22][CH3:23])[N:3]=1. Reactant: N[C:2]1[C:7]([C:8]#[N:9])=[C:6]([C:10]2[CH:15]=[CH:14][C:13]([O:16][CH2:17][CH2:18][OH:19])=[CH:12][CH:11]=2)[C:5]([C:20]#[N:21])=[C:4]([O:22][CH3:23])[N:3]=1.N(OCCC(C)C)=O.[ClH:32]. The catalyst class is: 879. (5) Reactant: [CH3:1][O:2][C:3](=[O:27])[C:4]([O:7][C:8]1[CH:13]=[CH:12][C:11]([Cl:14])=[CH:10][C:9]=1/[CH:15]=[C:16]1\[C:17](=[O:26])[NH:18][C:19]2[C:24]\1=[CH:23][CH:22]=[C:21]([Cl:25])[CH:20]=2)([CH3:6])[CH3:5].[H-].[Na+].[CH3:30][Si:31]([CH3:38])([CH3:37])[CH2:32][CH2:33][O:34][CH2:35]Cl. Product: [CH3:1][O:2][C:3](=[O:27])[C:4]([O:7][C:8]1[CH:13]=[CH:12][C:11]([Cl:14])=[CH:10][C:9]=1/[CH:15]=[C:16]1\[C:17](=[O:26])[N:18]([CH2:35][O:34][CH2:33][CH2:32][Si:31]([CH3:38])([CH3:37])[CH3:30])[C:19]2[C:24]\1=[CH:23][CH:22]=[C:21]([Cl:25])[CH:20]=2)([CH3:6])[CH3:5]. The catalyst class is: 348. (6) Reactant: C(O[C:4]([C:6]1[C:11](=[O:12])[N:10]([CH2:13][CH2:14][CH:15]([CH3:17])[CH3:16])[N:9]2[CH:18]=[CH:19][CH:20]=[C:8]2[C:7]=1[OH:21])=O)C.[NH2:22][C:23]1[CH:28]=[CH:27][C:26]([I:29])=[CH:25][C:24]=1[S:30]([NH2:33])(=[O:32])=[O:31].N12CCCN=C1CCCCC2. Product: [OH:21][C:7]1[C:8]2[N:9]([CH:18]=[CH:19][CH:20]=2)[N:10]([CH2:13][CH2:14][CH:15]([CH3:16])[CH3:17])[C:11](=[O:12])[C:6]=1[C:4]1[NH:22][C:23]2[CH:28]=[CH:27][C:26]([I:29])=[CH:25][C:24]=2[S:30](=[O:32])(=[O:31])[N:33]=1. The catalyst class is: 17. (7) Reactant: [OH:1][C:2]1[CH:11]=[CH:10][C:5]2[C:6](=O)[CH2:7][O:8][C:4]=2[CH:3]=1.C1(P(=[CH:31][C:32]([O:34][CH3:35])=[O:33])(C2C=CC=CC=2)C2C=CC=CC=2)C=CC=CC=1. Product: [CH3:35][O:34][C:32](=[O:33])[CH2:31][C:6]1[C:5]2[CH:10]=[CH:11][C:2]([OH:1])=[CH:3][C:4]=2[O:8][CH:7]=1. The catalyst class is: 113.